Dataset: Forward reaction prediction with 1.9M reactions from USPTO patents (1976-2016). Task: Predict the product of the given reaction. (1) Given the reactants [Li]CCCC.[C:6](#[N:8])[CH3:7].[Si:9]([O:16][CH2:17][C@H:18]1[N+:22]([O-:23])=[CH:21][C@@H:20]2[O:24][C:25]([CH3:28])([CH3:27])[O:26][C@H:19]12)([C:12]([CH3:15])([CH3:14])[CH3:13])([CH3:11])[CH3:10], predict the reaction product. The product is: [Si:9]([O:16][CH2:17][C@@H:18]1[C@H:19]2[O:26][C:25]([CH3:28])([CH3:27])[O:24][C@H:20]2[CH:21]([CH2:7][C:6]#[N:8])[N:22]1[OH:23])([C:12]([CH3:15])([CH3:13])[CH3:14])([CH3:10])[CH3:11]. (2) Given the reactants CC(OI1(OC(C)=O)(OC(C)=O)OC(=O)C2C=CC=CC1=2)=O.[Cl:23][C:24]1[C:31]([CH3:32])=[C:30]([N:33]2[C:37](=[O:38])[C:36]3([CH2:42][CH2:41][CH:40]([OH:43])[CH2:39]3)[N:35]([CH3:44])[C:34]2=[O:45])[CH:29]=[CH:28][C:25]=1[C:26]#[N:27], predict the reaction product. The product is: [Cl:23][C:24]1[C:31]([CH3:32])=[C:30]([N:33]2[C:37](=[O:38])[C:36]3([CH2:42][CH2:41][C:40](=[O:43])[CH2:39]3)[N:35]([CH3:44])[C:34]2=[O:45])[CH:29]=[CH:28][C:25]=1[C:26]#[N:27]. (3) Given the reactants [Br:1][C:2]1[CH:3]=[C:4]([CH:6]=[C:7]([Br:10])[C:8]=1[F:9])[NH2:5].N1C=CC=CC=1.Cl[C:18]([O:20][CH3:21])=[O:19], predict the reaction product. The product is: [CH3:21][O:20][C:18](=[O:19])[NH:5][C:4]1[CH:3]=[C:2]([Br:1])[C:8]([F:9])=[C:7]([Br:10])[CH:6]=1. (4) Given the reactants [O:1]=[C:2]1[CH2:6][CH2:5][CH2:4][CH:3]1[C:7]([O:9][CH2:10][CH3:11])=[O:8].C(=O)([O-])[O-].[K+].[K+].Br[CH2:19][CH2:20][CH2:21][CH2:22][CH2:23][CH3:24], predict the reaction product. The product is: [CH2:19]([C:3]1([C:7]([O:9][CH2:10][CH3:11])=[O:8])[CH2:4][CH2:5][CH2:6][C:2]1=[O:1])[CH2:20][CH2:21][CH2:22][CH2:23][CH3:24]. (5) Given the reactants [CH3:1][C:2]1[CH:7]=[CH:6][C:5]([S:8]([O:11][CH2:12][CH:13]2[CH2:17][C:16]3[CH:18]=[CH:19][CH:20]=[C:21](OS(C(F)(F)F)(=O)=O)[C:15]=3[O:14]2)(=[O:10])=[O:9])=[CH:4][CH:3]=1.[C:30]1(B(O)O)[CH:35]=[CH:34][CH:33]=[CH:32][CH:31]=1.P([O-])([O-])([O-])=O.[K+].[K+].[K+], predict the reaction product. The product is: [CH3:1][C:2]1[CH:7]=[CH:6][C:5]([S:8]([O:11][CH2:12][CH:13]2[CH2:17][C:16]3[CH:18]=[CH:19][CH:20]=[C:21]([C:30]4[CH:35]=[CH:34][CH:33]=[CH:32][CH:31]=4)[C:15]=3[O:14]2)(=[O:9])=[O:10])=[CH:4][CH:3]=1. (6) Given the reactants C([N:8]1[CH2:13][CH2:12][CH:11]([N:14]2[C:22]3[C:17](=[CH:18][C:19]([F:23])=[CH:20][CH:21]=3)[C:16]([CH3:25])([CH3:24])[C:15]2=[O:26])[CH2:10][CH2:9]1)C1C=CC=CC=1.C(O)=O, predict the reaction product. The product is: [F:23][C:19]1[CH:18]=[C:17]2[C:22](=[CH:21][CH:20]=1)[N:14]([CH:11]1[CH2:10][CH2:9][NH:8][CH2:13][CH2:12]1)[C:15](=[O:26])[C:16]2([CH3:25])[CH3:24].